The task is: Predict the product of the given reaction.. This data is from Forward reaction prediction with 1.9M reactions from USPTO patents (1976-2016). (1) Given the reactants [CH3:1][O:2][CH2:3]/[CH:4]=[CH:5]/[C:6]1[CH:7]=[C:8]([CH:13]=[C:14](/[CH:16]=[CH:17]/[CH2:18][O:19][CH3:20])[CH:15]=1)[C:9]([O:11][CH3:12])=[O:10].C1(C)C=CC=CC=1.C1(S(NN)(=O)=O)C=CC=CC=1, predict the reaction product. The product is: [CH3:1][O:2][CH2:3][CH2:4][CH2:5][C:6]1[CH:7]=[C:8]([CH:13]=[C:14]([CH2:16][CH2:17][CH2:18][O:19][CH3:20])[CH:15]=1)[C:9]([O:11][CH3:12])=[O:10]. (2) Given the reactants CC1C=C(C)C=C(C)C=1S([O-])(=O)=O.[NH2:14][N+:15]1[CH:20]=[CH:19][CH:18]=[CH:17][C:16]=1[NH2:21].Cl[C:23](=O)[C:24]([O:26][CH2:27][CH3:28])=[O:25], predict the reaction product. The product is: [CH2:27]([O:26][C:24]([C:23]1[N:21]=[C:16]2[CH:17]=[CH:18][CH:19]=[CH:20][N:15]2[N:14]=1)=[O:25])[CH3:28]. (3) Given the reactants [Br:1][C:2]1[CH:7]=[CH:6][C:5]([NH:8][C:9]([NH:11][NH:12][C:13](=O)[CH2:14][C@@H:15]2[CH2:19][CH2:18][N:17]([C:20]([O:22][C:23]([CH3:26])([CH3:25])[CH3:24])=[O:21])[CH2:16]2)=[O:10])=[C:4]([F:28])[CH:3]=1.C(=O)([O-])[O-].[K+].[K+].C(OC(OC(C)(C)C)=O)(OC(C)(C)C)=O.Cl, predict the reaction product. The product is: [Br:1][C:2]1[CH:7]=[CH:6][C:5]([N:8]2[C:9](=[O:10])[NH:11][N:12]=[C:13]2[CH2:14][C@@H:15]2[CH2:19][CH2:18][N:17]([C:20]([O:22][C:23]([CH3:26])([CH3:25])[CH3:24])=[O:21])[CH2:16]2)=[C:4]([F:28])[CH:3]=1.